Dataset: Forward reaction prediction with 1.9M reactions from USPTO patents (1976-2016). Task: Predict the product of the given reaction. (1) Given the reactants Br[C:2]1[N:3]=[C:4]2[C:10]3[CH:11]=[CH:12][CH:13]=[CH:14][C:9]=3[NH:8][C:7]3[N:15]=[CH:16][CH:17]=[CH:18][C:6]=3[N:5]2[C:19]=1[C:20]1[CH:25]=[CH:24][C:23]([C:26]2([NH:30][C:31](=[O:37])[O:32][C:33]([CH3:36])([CH3:35])[CH3:34])[CH2:29][CH2:28][CH2:27]2)=[CH:22][CH:21]=1.[CH:38]1[C:47]2[C:42](=[CH:43][C:44](B(O)O)=[CH:45][CH:46]=2)[CH:41]=[CH:40][N:39]=1.C([O-])([O-])=O.[Na+].[Na+], predict the reaction product. The product is: [CH:38]1[C:47]2[C:42](=[CH:43][C:44]([C:2]3[N:3]=[C:4]4[C:10]5[CH:11]=[CH:12][CH:13]=[CH:14][C:9]=5[NH:8][C:7]5[N:15]=[CH:16][CH:17]=[CH:18][C:6]=5[N:5]4[C:19]=3[C:20]3[CH:25]=[CH:24][C:23]([C:26]4([NH:30][C:31](=[O:37])[O:32][C:33]([CH3:36])([CH3:34])[CH3:35])[CH2:29][CH2:28][CH2:27]4)=[CH:22][CH:21]=3)=[CH:45][CH:46]=2)[CH:41]=[CH:40][N:39]=1. (2) Given the reactants [C:1](=[O:8])([O:3][C:4]([CH3:7])([CH3:6])[CH3:5])[NH2:2].C(=O)([O-])[O-].[Cs+].[Cs+].CC1(C)C2C(=C(P(C3C=CC=CC=3)C3C=CC=CC=3)C=CC=2)OC2C(P(C3C=CC=CC=3)C3C=CC=CC=3)=CC=CC1=2.Br[C:58]1[CH:63]=[N:62][CH:61]=[C:60]2[N:64]([CH2:67][CH3:68])[N:65]=[CH:66][C:59]=12, predict the reaction product. The product is: [CH2:67]([N:64]1[C:60]2=[CH:61][N:62]=[CH:63][C:58]([NH:2][C:1](=[O:8])[O:3][C:4]([CH3:7])([CH3:6])[CH3:5])=[C:59]2[CH:66]=[N:65]1)[CH3:68]. (3) The product is: [C:1]([CH:8]1[CH2:13][C:12]2([CH2:16][NH2:17])[CH2:11][CH2:10][C:9]1([C:18]([NH2:23])=[O:20])[CH2:15][CH2:14]2)([O:3][C:4]([CH3:7])([CH3:6])[CH3:5])=[O:2]. Given the reactants [C:1]([CH:8]1[CH2:13][C:12]2([CH2:16][NH2:17])[CH2:14][CH2:15][C:9]1([C:18]([OH:20])=O)[CH2:10][CH2:11]2)([O:3][C:4]([CH3:7])([CH3:6])[CH3:5])=[O:2].C(N1C=CN=C1)([N:23]1C=CN=C1)=O.[NH4+].[OH-].O, predict the reaction product. (4) Given the reactants [Br:1][C:2]1[CH:3]([CH2:16][NH:17]C(=O)OC(C)(C)C)[O:4][B:5]2[C:14]3[C:13]=1[CH:12]=[CH:11][O:10][CH2:9][C:8]=3[CH:7]([CH3:15])[O:6]2.[ClH:25], predict the reaction product. The product is: [ClH:25].[Br:1][C:2]1[CH:3]([CH2:16][NH2:17])[O:4][B:5]2[C:14]3[C:13]=1[CH:12]=[CH:11][O:10][CH2:9][C:8]=3[CH:7]([CH3:15])[O:6]2. (5) Given the reactants N[C:2]1[S:3][C:4]([C:10]([O:12][CH2:13][CH3:14])=[O:11])=[C:5]([CH:7]([CH3:9])[CH3:8])[N:6]=1.B(F)(F)F.CCOCC.N(OC(C)(C)C)=O.[Na].[OH-].[Na+], predict the reaction product. The product is: [CH3:9][CH:7]([C:5]1[N:6]=[CH:2][S:3][C:4]=1[C:10]([O:12][CH2:13][CH3:14])=[O:11])[CH3:8]. (6) Given the reactants [C:1]([O:5][C:6]([NH:8][C:9]1([C:13]2[CH:22]=[CH:21][C:16]([C:17](OC)=[O:18])=[CH:15][CH:14]=2)[CH2:12][CH2:11][CH2:10]1)=[O:7])([CH3:4])([CH3:3])[CH3:2].[NH2:23][NH2:24], predict the reaction product. The product is: [NH:23]([C:17]([C:16]1[CH:21]=[CH:22][C:13]([C:9]2([NH:8][C:6](=[O:7])[O:5][C:1]([CH3:4])([CH3:3])[CH3:2])[CH2:12][CH2:11][CH2:10]2)=[CH:14][CH:15]=1)=[O:18])[NH2:24]. (7) The product is: [Cl:1][CH2:2][CH2:3][O:4][CH2:5][C:6]([NH:18][C:19]1[CH:20]=[CH:21][C:22]([C:23]([O:25][CH2:26][CH3:13])=[O:24])=[CH:27][CH:28]=1)=[O:8]. Given the reactants [Cl:1][CH2:2][CH2:3][O:4][CH2:5][C:6]([OH:8])=O.S(Cl)(Cl)=O.[CH3:13]N(C)C=O.[NH2:18][C:19]1[CH:28]=[CH:27][C:22]([C:23]([O:25][CH3:26])=[O:24])=[CH:21][CH:20]=1.N1C=CC=CC=1, predict the reaction product.